Dataset: Forward reaction prediction with 1.9M reactions from USPTO patents (1976-2016). Task: Predict the product of the given reaction. Given the reactants [Cl:1][C:2]1[CH:3]=[C:4]([C:9]2[CH:13]=[C:12]([C:14]3[CH:23]=[CH:22][C:21]4[C:16](=[CH:17][CH:18]=[C:19]([O:24][CH3:25])[CH:20]=4)[CH:15]=3)[N:11]([C@H:26]([C:28]3[CH:36]=[CH:35][C:31]([C:32](O)=[O:33])=[CH:30][CH:29]=3)[CH3:27])[N:10]=2)[CH:5]=[C:6]([Cl:8])[CH:7]=1.Cl.[C:38]([O:42][C:43](=[O:47])[CH2:44][CH2:45][NH2:46])([CH3:41])([CH3:40])[CH3:39].CCN(C(C)C)C(C)C.CCN=C=NCCCN(C)C.Cl, predict the reaction product. The product is: [Cl:1][C:2]1[CH:3]=[C:4]([C:9]2[CH:13]=[C:12]([C:14]3[CH:23]=[CH:22][C:21]4[C:16](=[CH:17][CH:18]=[C:19]([O:24][CH3:25])[CH:20]=4)[CH:15]=3)[N:11]([C@H:26]([C:28]3[CH:29]=[CH:30][C:31]([C:32]([NH:46][CH2:45][CH2:44][C:43]([O:42][C:38]([CH3:41])([CH3:40])[CH3:39])=[O:47])=[O:33])=[CH:35][CH:36]=3)[CH3:27])[N:10]=2)[CH:5]=[C:6]([Cl:8])[CH:7]=1.